From a dataset of Full USPTO retrosynthesis dataset with 1.9M reactions from patents (1976-2016). Predict the reactants needed to synthesize the given product. (1) Given the product [O:1]1[CH2:5][CH2:4][C@H:3]([CH2:6][NH:7][C:8]([C:10]2[CH:11]=[CH:12][C:13]([NH:16][C:17]([N:19]3[CH2:27][C:26]4[C:21](=[CH:22][CH:23]=[CH:24][CH:25]=4)[CH2:20]3)=[O:18])=[CH:14][CH:15]=2)=[O:9])[CH2:2]1, predict the reactants needed to synthesize it. The reactants are: [O:1]1[CH2:5][CH2:4][CH:3]([CH2:6][NH:7][C:8]([C:10]2[CH:15]=[CH:14][C:13]([NH:16][C:17]([N:19]3[CH2:27][C:26]4[C:21](=[CH:22][CH:23]=[CH:24][CH:25]=4)[CH2:20]3)=[O:18])=[CH:12][CH:11]=2)=[O:9])[CH2:2]1. (2) Given the product [NH2:7][CH:8]([CH2:30][OH:31])[CH2:9][CH2:10][CH2:11][O:12][C:13]1[CH:18]=[C:17]([N+:19]([O-:21])=[O:20])[CH:16]=[CH:15][C:14]=1[S:22]([N:23]=[CH:24][N:25]([CH3:27])[CH3:26])(=[O:29])=[O:28].[ClH:33], predict the reactants needed to synthesize it. The reactants are: C(OC(=O)[NH:7][C@H:8]([CH2:30][OH:31])[CH2:9][CH2:10][CH2:11][O:12][C:13]1[CH:18]=[C:17]([N+:19]([O-:21])=[O:20])[CH:16]=[CH:15][C:14]=1[S:22](=[O:29])(=[O:28])[N:23]=[CH:24][N:25]([CH3:27])[CH3:26])(C)(C)C.[ClH:33]. (3) Given the product [CH3:1][C:2]1[S:3][CH:4]=[C:5]([CH2:19][C:17]2[CH:18]=[C:14]([CH3:13])[S:15][CH:16]=2)[CH:6]=1, predict the reactants needed to synthesize it. The reactants are: [CH3:1][C:2]1[S:3][CH:4]=[C:5](Br)[CH:6]=1.[Li]CCCC.[CH3:13][C:14]1[S:15][CH:16]=[C:17]([CH:19]=O)[CH:18]=1.[NH4+].[Cl-].[H-].[H-].[H-].[H-].[Li+].[Al+3].[Al+3].[Cl-].[Cl-].[Cl-]. (4) Given the product [ClH:1].[ClH:40].[Cl:1][C:2]1[CH:3]=[CH:4][C:5]([NH:18][C:19]([CH:21]2[CH2:26][CH2:25][CH:28]([N:29]3[CH2:35][CH2:34][CH2:33][N:32]([CH3:37])[CH2:31][CH2:30]3)[CH2:23][CH2:22]2)=[O:20])=[C:6]([CH:17]=1)[C:7]([NH:9][C:10]1[CH:15]=[CH:14][C:13]([Cl:16])=[CH:12][N:11]=1)=[O:8], predict the reactants needed to synthesize it. The reactants are: [Cl:1][C:2]1[CH:3]=[CH:4][C:5]([NH:18][C:19]([CH:21]2[CH2:26][CH2:25]C(=O)[CH2:23][CH2:22]2)=[O:20])=[C:6]([CH:17]=1)[C:7]([NH:9][C:10]1[CH:15]=[CH:14][C:13]([Cl:16])=[CH:12][N:11]=1)=[O:8].[CH3:28][N:29]1[CH2:35][CH2:34][CH2:33][NH:32][CH2:31][CH2:30]1.[BH3-][C:37]#N.[Na+].[ClH:40]. (5) Given the product [OH:19][C:12]1[C:13]2[C:18](=[CH:17][CH:16]=[CH:15][CH:14]=2)[C:9]([CH2:8][C:5]2[CH:6]=[N:7][C:2]([N:31]3[CH:35]=[CH:34][CH:33]=[N:32]3)=[CH:3][CH:4]=2)=[CH:10][C:11]=1[C:21]([NH:23][C@H:24]1[CH2:29][CH2:28][CH2:27][CH2:26][C@@H:25]1[OH:30])=[O:22], predict the reactants needed to synthesize it. The reactants are: Cl[C:2]1[N:7]=[CH:6][C:5]([CH2:8][C:9]2[C:18]3[C:13](=[CH:14][CH:15]=[CH:16][CH:17]=3)[C:12]([O:19]C)=[C:11]([C:21]([NH:23][C@H:24]3[CH2:29][CH2:28][CH2:27][CH2:26][C@@H:25]3[OH:30])=[O:22])[CH:10]=2)=[CH:4][CH:3]=1.[NH:31]1[CH:35]=[CH:34][CH:33]=[N:32]1.C(=O)([O-])[O-].[Cs+].[Cs+].CN[C@@H]1CCCC[C@H]1NC. (6) Given the product [C:1]([C:3]1[CH:4]=[C:5]([CH:28]([CH3:30])[CH3:29])[C:6]2[O:10][C:9]([C:11]3[CH:12]=[CH:13][C:14]([C:15]([NH:17][CH2:18][C@H:19]4[CH2:24][CH2:23][CH2:22][N:21]([CH2:38][C:39]5[CH:44]=[CH:43][CH:42]=[C:41]([C:45]([F:46])([F:47])[F:48])[CH:40]=5)[CH2:20]4)=[O:16])=[CH:25][CH:26]=3)=[N:8][C:7]=2[CH:27]=1)#[N:2], predict the reactants needed to synthesize it. The reactants are: [C:1]([C:3]1[CH:4]=[C:5]([CH:28]([CH3:30])[CH3:29])[C:6]2[O:10][C:9]([C:11]3[CH:26]=[CH:25][C:14]([C:15]([NH:17][CH2:18][C@H:19]4[CH2:24][CH2:23][CH2:22][NH:21][CH2:20]4)=[O:16])=[CH:13][CH:12]=3)=[N:8][C:7]=2[CH:27]=1)#[N:2].C(=O)([O-])[O-].[K+].[K+].Br[CH2:38][C:39]1[CH:44]=[CH:43][CH:42]=[C:41]([C:45]([F:48])([F:47])[F:46])[CH:40]=1.